Predict the product of the given reaction. From a dataset of Forward reaction prediction with 1.9M reactions from USPTO patents (1976-2016). (1) The product is: [CH3:33][O:32][C:30](=[O:31])[NH:2][C@@H:3]1[C:11]2[C:6](=[C:7]([C:12]3[S:16][C:15]([C:17]4[CH:18]=[CH:19][C:20]([O:25][CH:26]([CH3:28])[CH3:27])=[C:21]([C:22]#[N:23])[CH:24]=4)=[N:14][N:13]=3)[CH:8]=[CH:9][CH:10]=2)[CH2:5][CH2:4]1. Given the reactants Cl.[NH2:2][C@@H:3]1[C:11]2[C:6](=[C:7]([C:12]3[S:16][C:15]([C:17]4[CH:18]=[CH:19][C:20]([O:25][CH:26]([CH3:28])[CH3:27])=[C:21]([CH:24]=4)[C:22]#[N:23])=[N:14][N:13]=3)[CH:8]=[CH:9][CH:10]=2)[CH2:5][CH2:4]1.Cl[C:30]([O:32][CH3:33])=[O:31], predict the reaction product. (2) Given the reactants [Cl:1][C:2]1[CH:3]=[C:4]([NH:9][C:10]2[C:19]3[C:14](=[CH:15][CH:16]=[C:17]([NH2:20])[CH:18]=3)[N:13]=[CH:12][N:11]=2)[CH:5]=[CH:6][C:7]=1[F:8].O=[C:22]1[CH2:27][CH2:26][N:25]([C:28]([O:30][CH2:31][C:32]2[CH:37]=[CH:36][CH:35]=[CH:34][CH:33]=2)=[O:29])[CH2:24][CH2:23]1, predict the reaction product. The product is: [Cl:1][C:2]1[CH:3]=[C:4]([NH:9][C:10]2[C:19]3[C:14](=[CH:15][CH:16]=[C:17]([NH:20][CH:22]4[CH2:27][CH2:26][N:25]([C:28]([O:30][CH2:31][C:32]5[CH:33]=[CH:34][CH:35]=[CH:36][CH:37]=5)=[O:29])[CH2:24][CH2:23]4)[CH:18]=3)[N:13]=[CH:12][N:11]=2)[CH:5]=[CH:6][C:7]=1[F:8]. (3) Given the reactants [Br:1][C:2]1[CH:3]=[C:4]([CH3:16])[C:5]([C:8]2[CH2:13][CH2:12][CH:11]([NH:14][CH3:15])[CH2:10][CH:9]=2)=[N:6][CH:7]=1.[C:24](O[C:24](=[O:29])[C:25]([CH3:28])([CH3:27])[CH3:26])(=[O:29])[C:25]([CH3:28])([CH3:27])[CH3:26].O, predict the reaction product. The product is: [Br:1][C:2]1[CH:3]=[C:4]([CH3:16])[C:5]([C:8]2[CH2:13][CH2:12][CH:11]([N:14]([CH3:15])[C:24](=[O:29])[C:25]([CH3:26])([CH3:27])[CH3:28])[CH2:10][CH:9]=2)=[N:6][CH:7]=1. (4) Given the reactants [CH3:1][C:2]1[CH:10]=[CH:9][C:5]([C:6](O)=[O:7])=[CH:4][C:3]=1[C:11]1[CH:12]=[C:13]2[C:18](=[CH:19][CH:20]=1)[C:17]([N:21]1[CH2:26][CH2:25][O:24][CH2:23][CH2:22]1)=[N:16][N:15]=[CH:14]2.[CH:27]([N:30](C(C)C)CC)(C)C.CN, predict the reaction product. The product is: [CH3:27][NH:30][C:6](=[O:7])[C:5]1[CH:9]=[CH:10][C:2]([CH3:1])=[C:3]([C:11]2[CH:12]=[C:13]3[C:18](=[CH:19][CH:20]=2)[C:17]([N:21]2[CH2:26][CH2:25][O:24][CH2:23][CH2:22]2)=[N:16][N:15]=[CH:14]3)[CH:4]=1. (5) Given the reactants Cl.Cl.[NH:3]1[C:11]2[C:6](=[CH:7][C:8]([C:12]3[C:16]4[C:17]([NH2:21])=[N:18][CH:19]=[CH:20][C:15]=4[O:14][CH:13]=3)=[CH:9][CH:10]=2)[CH2:5][CH2:4]1.[F:22][C:23]1[CH:28]=[CH:27][C:26]([F:29])=[CH:25][C:24]=1[CH2:30][C:31](O)=[O:32].CN(C(ON1N=NC2C=CC=NC1=2)=[N+](C)C)C.F[P-](F)(F)(F)(F)F.CCN(C(C)C)C(C)C, predict the reaction product. The product is: [F:22][C:23]1[CH:28]=[CH:27][C:26]([F:29])=[CH:25][C:24]=1[CH2:30][C:31]([N:3]1[C:11]2[C:6](=[CH:7][C:8]([C:12]3[C:16]4[C:17]([NH2:21])=[N:18][CH:19]=[CH:20][C:15]=4[O:14][CH:13]=3)=[CH:9][CH:10]=2)[CH2:5][CH2:4]1)=[O:32]. (6) Given the reactants [CH:1]([C:4]1[CH:9]=[CH:8][C:7]([CH:10]([CH2:20][CH3:21])[CH2:11][C:12]([OH:19])([C:15]([F:18])([F:17])[F:16])[CH2:13][OH:14])=[C:6]([O:22][CH3:23])[CH:5]=1)([CH3:3])[CH3:2].C(C1C=CC(C(C)C(C)C(O)(C(F)(F)F)CO)=C(OC)C=1)(C)C.CS(C)=O.[NH4+].[Cl-], predict the reaction product. The product is: [CH:1]([C:4]1[CH:9]=[CH:8][C:7]([CH:10]([CH2:20][CH3:21])[CH2:11][C:12]([OH:19])([C:15]([F:17])([F:16])[F:18])[CH:13]=[O:14])=[C:6]([O:22][CH3:23])[CH:5]=1)([CH3:2])[CH3:3]. (7) The product is: [Cl:1][C:2]1[C:3]2[N:14]=[CH:15][N:8]([CH:9]3[CH2:13][CH2:12][CH2:11][CH2:10]3)[C:4]=2[N:5]=[N:6][CH:7]=1. Given the reactants [Cl:1][C:2]1[C:3]([NH2:14])=[C:4]([NH:8][CH:9]2[CH2:13][CH2:12][CH2:11][CH2:10]2)[N:5]=[N:6][CH:7]=1.[CH2:15](OC(OCC)OCC)C, predict the reaction product.